Dataset: Peptide-MHC class I binding affinity with 185,985 pairs from IEDB/IMGT. Task: Regression. Given a peptide amino acid sequence and an MHC pseudo amino acid sequence, predict their binding affinity value. This is MHC class I binding data. (1) The peptide sequence is AKATGRYNL. The MHC is HLA-B27:05 with pseudo-sequence HLA-B27:05. The binding affinity (normalized) is 0.0847. (2) The peptide sequence is RSLFNTVATLY. The MHC is HLA-B39:01 with pseudo-sequence HLA-B39:01. The binding affinity (normalized) is 0.0847. (3) The peptide sequence is AMLQLDPNA. The MHC is HLA-A02:06 with pseudo-sequence HLA-A02:06. The binding affinity (normalized) is 0.177.